From a dataset of Peptide-MHC class I binding affinity with 185,985 pairs from IEDB/IMGT. Regression. Given a peptide amino acid sequence and an MHC pseudo amino acid sequence, predict their binding affinity value. This is MHC class I binding data. (1) The peptide sequence is NVDQQNDMY. The MHC is HLA-A30:02 with pseudo-sequence HLA-A30:02. The binding affinity (normalized) is 0.149. (2) The peptide sequence is CASSSDWFY. The MHC is HLA-A26:01 with pseudo-sequence HLA-A26:01. The binding affinity (normalized) is 0.0847. (3) The peptide sequence is ALDGVLSTFV. The MHC is HLA-A02:06 with pseudo-sequence HLA-A02:06. The binding affinity (normalized) is 0.543. (4) The peptide sequence is YCDPKRFFL. The MHC is HLA-A26:01 with pseudo-sequence HLA-A26:01. The binding affinity (normalized) is 0.